This data is from Forward reaction prediction with 1.9M reactions from USPTO patents (1976-2016). The task is: Predict the product of the given reaction. (1) Given the reactants Cl[C:2]1[CH:9]=[CH:8][C:5]([C:6]#[N:7])=[CH:4][N:3]=1.[CH3:10][N:11]([CH:19]1[CH2:24][CH2:23][NH:22][CH2:21][CH2:20]1)[C:12](=[O:18])[O:13][C:14]([CH3:17])([CH3:16])[CH3:15].C([O-])([O-])=O.[K+].[K+], predict the reaction product. The product is: [C:14]([O:13][C:12](=[O:18])[N:11]([CH:19]1[CH2:20][CH2:21][N:22]([C:2]2[CH:9]=[CH:8][C:5]([C:6]#[N:7])=[CH:4][N:3]=2)[CH2:23][CH2:24]1)[CH3:10])([CH3:17])([CH3:15])[CH3:16]. (2) Given the reactants Cl[CH2:2][CH2:3][CH2:4][S:5](Cl)(=[O:7])=[O:6].Cl.Cl.[CH2:11]([O:18][C:19]1[CH:20]=[CH:21][C:22]2[C:23]3[N:31]([CH2:32][CH2:33][CH2:34][CH2:35][NH2:36])[C:30]([CH2:37][O:38][CH2:39][CH3:40])=[N:29][C:24]=3[CH:25]=[N:26][C:27]=2[CH:28]=1)[C:12]1[CH:17]=[CH:16][CH:15]=[CH:14][CH:13]=1.C(N(CC)CC)C.[N:48]12[CH2:58][CH2:57][CH2:56][N:55]=[C:54]1[CH2:53][CH2:52][CH2:51][CH2:50][CH2:49]2, predict the reaction product. The product is: [CH2:11]([O:18][C:19]1[CH:20]=[CH:21][C:22]2[C:23]3[N:31]([CH2:32][CH2:33][CH2:34][CH2:35][N:36]4[CH2:2][CH2:3][CH2:4][S:5]4(=[O:7])=[O:6])[C:30]([CH2:37][O:38][CH2:39][CH3:40])=[N:29][C:24]=3[CH:25]=[N:26][C:27]=2[CH:28]=1)[C:12]1[CH:17]=[CH:16][CH:15]=[CH:14][CH:13]=1.[N:48]12[CH2:58][CH2:57][CH2:56][N:55]=[C:54]1[CH2:53][CH2:52][CH2:51][CH2:50][CH2:49]2. (3) The product is: [CH3:1][O:2][C:3]1[C:8]([CH2:9][C:10]2[S:14][C:13]([NH:15][C:27]([C:24]3([C:21]4[CH:20]=[CH:19][CH:18]=[C:23]([O:53][CH3:54])[CH:22]=4)[CH2:25][CH2:26]3)=[O:29])=[N:12][CH:11]=2)=[CH:7][CH:6]=[CH:5][N:4]=1. Given the reactants [CH3:1][O:2][C:3]1[C:8]([CH2:9][C:10]2[S:14][C:13]([NH2:15])=[N:12][CH:11]=2)=[CH:7][CH:6]=[CH:5][N:4]=1.CO[C:18]1[CH:23]=[CH:22][C:21]([C:24]2([C:27]([OH:29])=O)[CH2:26][CH2:25]2)=[CH:20][CH:19]=1.C(N(CC)CC)C.F[P-](F)(F)(F)(F)F.N1([O:53][C:54](N(C)C)=[N+](C)C)C2N=CC=CC=2N=N1, predict the reaction product. (4) Given the reactants [OH:1][C@@H:2]1[C@H:6]([OH:7])[O:5][C@H:4]([CH2:8][CH2:9][C:10]2[CH:15]=[CH:14][C:13]([C:16]3[CH:17]=[N:18][C:19]([O:22][CH3:23])=[CH:20][CH:21]=3)=[CH:12][CH:11]=2)[C@@H:3]1[CH2:24][CH2:25][N:26]1[C:34](=[O:35])[C:33]2[C:28](=[CH:29][CH:30]=[CH:31][CH:32]=2)[C:27]1=[O:36].I([O-])(=O)(=O)=O.[Na+], predict the reaction product. The product is: [CH:6]([O:5][C@H:4]([CH2:8][CH2:9][C:10]1[CH:11]=[CH:12][C:13]([C:16]2[CH:17]=[N:18][C:19]([O:22][CH3:23])=[CH:20][CH:21]=2)=[CH:14][CH:15]=1)[C@@H:3]([CH:2]=[O:1])[CH2:24][CH2:25][N:26]1[C:34](=[O:35])[C:33]2[C:28](=[CH:29][CH:30]=[CH:31][CH:32]=2)[C:27]1=[O:36])=[O:7].